This data is from Reaction yield outcomes from USPTO patents with 853,638 reactions. The task is: Predict the reaction yield, written as a fraction of the theoretical maximum amount of product (1.0 means a 100% yield; for example, 0.34 means a 34% yield). (1) The catalyst is CN(C)C=O.C(Cl)Cl. The yield is 0.800. The product is [CH:44]12[CH2:53][CH:48]3[CH2:49][CH:50]([CH2:52][CH:46]([CH2:47]3)[CH:45]1[NH:54][C:11]([C:8]1[CH:7]=[N:6][N:5]([C:1]([CH3:2])([CH3:3])[CH3:4])[C:9]=1[Cl:10])=[O:13])[CH2:51]2. The reactants are [C:1]([N:5]1[C:9]([Cl:10])=[C:8]([C:11]([OH:13])=O)[CH:7]=[N:6]1)([CH3:4])([CH3:3])[CH3:2].C(N(C(C)C)CC)(C)C.[B-](F)(F)(F)F.CN(C(ON1C(=O)CCC1=O)=[N+](C)C)C.Cl.[CH:44]12[CH2:53][CH:48]3[CH2:49][CH:50]([CH2:52][CH:46]([CH2:47]3)[CH:45]1[NH2:54])[CH2:51]2. (2) The reactants are C(OC([N:8]1[CH2:13][CH2:12][CH:11]([CH2:14][CH2:15][N:16]2[C:24]3[N:19]4[C:20](=[N:25][CH:26]=[C:18]4[C:17]2=[O:27])[CH:21]=[CH:22][CH:23]=3)[CH2:10][CH2:9]1)=O)(C)(C)C.[ClH:28]. The catalyst is C(O)C. The product is [ClH:28].[ClH:28].[NH:8]1[CH2:13][CH2:12][CH:11]([CH2:14][CH2:15][N:16]2[C:24]3[N:19]4[C:20](=[N:25][CH:26]=[C:18]4[C:17]2=[O:27])[CH:21]=[CH:22][CH:23]=3)[CH2:10][CH2:9]1. The yield is 0.715.